Dataset: Catalyst prediction with 721,799 reactions and 888 catalyst types from USPTO. Task: Predict which catalyst facilitates the given reaction. (1) Reactant: [Br:1][C:2]1[CH:7]=[C:6]([F:8])[CH:5]=[CH:4][C:3]=1[N:9]1[CH2:14][CH2:13][N:12]([C:15]([O:17][C:18]([CH3:21])([CH3:20])[CH3:19])=[O:16])[CH2:11][C:10]1=O.B.C1COCC1.[OH-].[Na+]. Product: [Br:1][C:2]1[CH:7]=[C:6]([F:8])[CH:5]=[CH:4][C:3]=1[N:9]1[CH2:14][CH2:13][N:12]([C:15]([O:17][C:18]([CH3:21])([CH3:20])[CH3:19])=[O:16])[CH2:11][CH2:10]1. The catalyst class is: 1. (2) Reactant: CC(C)([O-])C.[K+].Cl[C:8]1[C:13]([CH:14]([OH:18])[CH2:15][CH2:16][OH:17])=[CH:12][CH:11]=[CH:10][N:9]=1. Product: [O:17]1[C:8]2=[N:9][CH:10]=[CH:11][CH:12]=[C:13]2[CH:14]([OH:18])[CH2:15][CH2:16]1. The catalyst class is: 107. (3) Reactant: C[O:2][C:3]1[CH:8]=[CH:7][N:6]=[C:5]([C:9]2[CH:14]=[C:13]([O:15]C)[CH:12]=[CH:11][N:10]=2)[CH:4]=1.Br.O. Product: [N:6]1[CH:7]=[CH:8][C:3]([OH:2])=[CH:4][C:5]=1[C:9]1[CH:14]=[C:13]([OH:15])[CH:12]=[CH:11][N:10]=1. The catalyst class is: 15.